This data is from Forward reaction prediction with 1.9M reactions from USPTO patents (1976-2016). The task is: Predict the product of the given reaction. (1) Given the reactants [Si:1](Cl)([C:4]([CH3:7])([CH3:6])[CH3:5])([CH3:3])[CH3:2].CCCCCC.[CH2:15]([OH:19])[C:16]#[C:17][CH3:18].N1C=CN=C1.CN(C)C=[O:28], predict the reaction product. The product is: [Si:1]([O:19][CH2:15][C:16]#[C:17][CH2:18][OH:28])([C:4]([CH3:7])([CH3:6])[CH3:5])([CH3:3])[CH3:2]. (2) Given the reactants [NH2:1][C:2]1[N:7]=[C:6]([N:8]2[CH2:13][CH2:12][CH2:11][C@H:10]([C:14]([NH:16][C:17]3[CH:22]=[CH:21][C:20]([F:23])=[C:19]([F:24])[CH:18]=3)=[O:15])[CH2:9]2)[CH:5]=[C:4]([C:25]2[CH:30]=[CH:29][C:28]([C:31]#[N:32])=[C:27](F)[CH:26]=2)[N:3]=1.CCN(C(C)C)C(C)C.[NH2:43][NH2:44], predict the reaction product. The product is: [NH2:1][C:2]1[N:7]=[C:6]([N:8]2[CH2:13][CH2:12][CH2:11][C@H:10]([C:14]([NH:16][C:17]3[CH:22]=[CH:21][C:20]([F:23])=[C:19]([F:24])[CH:18]=3)=[O:15])[CH2:9]2)[CH:5]=[C:4]([C:25]2[CH:30]=[C:29]3[C:28]([C:31]([NH2:32])=[N:43][NH:44]3)=[CH:27][CH:26]=2)[N:3]=1. (3) Given the reactants [NH2:1][C:2]1[CH:3]=[C:4]2[C:8](=[CH:9][CH:10]=1)[CH2:7][CH:6]([CH2:11][N:12]1[CH2:17][CH2:16][CH:15]([N:18]3[C:22]4[CH:23]=[CH:24][C:25]([CH3:27])=[CH:26][C:21]=4[N:20]=[C:19]3[C:28]([OH:31])([CH3:30])[CH3:29])[CH2:14][CH2:13]1)[CH2:5]2.C(N(CC)C(C)C)(C)C.Cl[C:42]([O:44][CH3:45])=[O:43], predict the reaction product. The product is: [CH3:45][O:44][C:42](=[O:43])[NH:1][C:2]1[CH:3]=[C:4]2[C:8](=[CH:9][CH:10]=1)[CH2:7][CH:6]([CH2:11][N:12]1[CH2:13][CH2:14][CH:15]([N:18]3[C:22]4[CH:23]=[CH:24][C:25]([CH3:27])=[CH:26][C:21]=4[N:20]=[C:19]3[C:28]([OH:31])([CH3:29])[CH3:30])[CH2:16][CH2:17]1)[CH2:5]2. (4) Given the reactants C1N=CN(C(N2C=NC=C2)=O)C=1.[CH2:13]([O:15][P:16]([CH2:21][C:22]([OH:24])=O)([O:18][CH2:19][CH3:20])=[O:17])[CH3:14].[Cl:25][C:26]1[CH:31]=[CH:30][C:29]([NH:32][C:33]2[C:34]3[CH:42]=[C:41]([NH2:43])[N:40]=[CH:39][C:35]=3[N:36]=[CH:37][N:38]=2)=[CH:28][C:27]=1[C:44]#[CH:45].CC(N(C)C)=O, predict the reaction product. The product is: [Cl:25][C:26]1[CH:31]=[CH:30][C:29]([NH:32][C:33]2[C:34]3[CH:42]=[C:41]([NH:43][C:22](=[O:24])[CH2:21][P:16](=[O:17])([O:15][CH2:13][CH3:14])[O:18][CH2:19][CH3:20])[N:40]=[CH:39][C:35]=3[N:36]=[CH:37][N:38]=2)=[CH:28][C:27]=1[C:44]#[CH:45]. (5) Given the reactants [F:1][C:2]1[CH:7]=[CH:6][C:5](/[CH:8]=[CH:9]/[C:10]2[CH:15]=[CH:14][C:13]([S:16]([C:19]3[N:26]=[CH:25][CH:24]=[CH:23][C:20]=3[CH:21]=O)(=[O:18])=[O:17])=[CH:12][CH:11]=2)=[CH:4][CH:3]=1.[CH3:27][C:28]([S:31]([NH2:33])=[O:32])(C)[CH3:29].C(OCC)(=O)C.[BH4-].[Na+], predict the reaction product. The product is: [F:1][C:2]1[CH:7]=[CH:6][C:5](/[CH:8]=[CH:9]/[C:10]2[CH:15]=[CH:14][C:13]([S:16]([C:19]3[C:20]([CH2:21][NH:33][S:31]([CH:28]([CH3:29])[CH3:27])=[O:32])=[CH:23][CH:24]=[CH:25][N:26]=3)(=[O:18])=[O:17])=[CH:12][CH:11]=2)=[CH:4][CH:3]=1. (6) Given the reactants [C:1]1([S:7]([CH2:10][C:11]2[C:16]([C:17]([O:19][CH2:20][CH3:21])=[O:18])=[C:15]([O:22][CH2:23][CH2:24]NC(OC(C)(C)C)=O)[C:14]([C:33]3[CH:37]=[CH:36][O:35][CH:34]=3)=[CH:13][CH:12]=2)(=[O:9])=[O:8])[CH:6]=[CH:5][CH:4]=[CH:3][CH:2]=1.C1(S(CC2C(C(OCC)=O)=C(O)C(C3C=COC=3)=CC=2)(=O)=O)C=CC=CC=1.ICC, predict the reaction product. The product is: [C:1]1([S:7]([CH2:10][C:11]2[C:16]([C:17]([O:19][CH2:20][CH3:21])=[O:18])=[C:15]([O:22][CH2:23][CH3:24])[C:14]([C:33]3[CH:37]=[CH:36][O:35][CH:34]=3)=[CH:13][CH:12]=2)(=[O:9])=[O:8])[CH:6]=[CH:5][CH:4]=[CH:3][CH:2]=1. (7) Given the reactants [CH2:1]([C:4]1[C:19]([O:20][CH2:21][CH2:22][CH2:23][O:24][C:25]2[CH:30]=[C:29]([OH:31])[C:28]([C:32]3[CH:37]=[CH:36][C:35]([F:38])=[CH:34][CH:33]=3)=[CH:27][C:26]=2[CH2:39][CH3:40])=[CH:18][CH:17]=[CH:16][C:5]=1[S:6][C:7]1[CH:15]=[CH:14][CH:13]=[CH:12][C:8]=1[C:9]([OH:11])=[O:10])[CH2:2][CH3:3].ClC1C=C(C=CC=1)C(OO)=[O:46], predict the reaction product. The product is: [CH2:1]([C:4]1[C:19]([O:20][CH2:21][CH2:22][CH2:23][O:24][C:25]2[CH:30]=[C:29]([OH:31])[C:28]([C:32]3[CH:37]=[CH:36][C:35]([F:38])=[CH:34][CH:33]=3)=[CH:27][C:26]=2[CH2:39][CH3:40])=[CH:18][CH:17]=[CH:16][C:5]=1[S:6]([C:7]1[CH:15]=[CH:14][CH:13]=[CH:12][C:8]=1[C:9]([OH:11])=[O:10])=[O:46])[CH2:2][CH3:3]. (8) The product is: [F:42][CH:40]([F:41])[C:32]1[N:31]([C:21]2[N:22]=[C:23]([N:25]3[CH2:26][CH2:27][O:28][CH2:29][CH2:30]3)[N:24]=[C:19]([NH:1][C:2]3[N:7]=[CH:6][CH:5]=[CH:4][N:3]=3)[N:20]=2)[C:35]2[CH:36]=[CH:37][CH:38]=[CH:39][C:34]=2[N:33]=1. Given the reactants [NH2:1][C:2]1[N:7]=[CH:6][CH:5]=[CH:4][N:3]=1.C[Si]([N-][Si](C)(C)C)(C)C.[Na+].Cl[C:19]1[N:24]=[C:23]([N:25]2[CH2:30][CH2:29][O:28][CH2:27][CH2:26]2)[N:22]=[C:21]([N:31]2[C:35]3[CH:36]=[CH:37][CH:38]=[CH:39][C:34]=3[N:33]=[C:32]2[CH:40]([F:42])[F:41])[N:20]=1, predict the reaction product.